This data is from Peptide-MHC class I binding affinity with 185,985 pairs from IEDB/IMGT. The task is: Regression. Given a peptide amino acid sequence and an MHC pseudo amino acid sequence, predict their binding affinity value. This is MHC class I binding data. (1) The peptide sequence is FPLCANGQVF. The MHC is HLA-B15:01 with pseudo-sequence HLA-B15:01. The binding affinity (normalized) is 0.403. (2) The peptide sequence is RMYSPTSI. The MHC is HLA-B44:02 with pseudo-sequence HLA-B44:02. The binding affinity (normalized) is 0. (3) The peptide sequence is NHITVELSL. The MHC is Mamu-A07 with pseudo-sequence Mamu-A07. The binding affinity (normalized) is 0.687. (4) The peptide sequence is QLMAEKLQL. The binding affinity (normalized) is 0.242. The MHC is HLA-A68:02 with pseudo-sequence HLA-A68:02. (5) The peptide sequence is WLSVIAFGK. The MHC is HLA-A26:01 with pseudo-sequence HLA-A26:01. The binding affinity (normalized) is 0.0847. (6) The peptide sequence is NALLKHRFEII. The MHC is HLA-A02:01 with pseudo-sequence HLA-A02:01. The binding affinity (normalized) is 0.0729. (7) The MHC is HLA-B15:01 with pseudo-sequence HLA-B15:01. The peptide sequence is RPRVAQLTF. The binding affinity (normalized) is 0.0847. (8) The peptide sequence is YQRRRRFAI. The MHC is HLA-B07:02 with pseudo-sequence HLA-B07:02. The binding affinity (normalized) is 0.0847. (9) The peptide sequence is STTVKAACWW. The MHC is HLA-A68:01 with pseudo-sequence HLA-A68:01. The binding affinity (normalized) is 0. (10) The MHC is HLA-A26:01 with pseudo-sequence HLA-A26:01. The binding affinity (normalized) is 0.0847. The peptide sequence is RKMPHLFSK.